The task is: Predict the product of the given reaction.. This data is from Forward reaction prediction with 1.9M reactions from USPTO patents (1976-2016). (1) Given the reactants [N:1]([C:4]1[NH:5][C:6]([C:10]([NH:12][CH2:13][C:14]2[CH:19]=[CH:18][C:17]([Br:20])=[C:16]([O:21][C:22]3[CH:27]=[C:26]([C:28]#[N:29])[CH:25]=[C:24]([Cl:30])[CH:23]=3)[C:15]=2[F:31])=[O:11])=[C:7]([Cl:9])[N:8]=1)=[N+]=[N-], predict the reaction product. The product is: [NH2:1][C:4]1[NH:5][C:6]([C:10]([NH:12][CH2:13][C:14]2[CH:19]=[CH:18][C:17]([Br:20])=[C:16]([O:21][C:22]3[CH:27]=[C:26]([C:28]#[N:29])[CH:25]=[C:24]([Cl:30])[CH:23]=3)[C:15]=2[F:31])=[O:11])=[C:7]([Cl:9])[N:8]=1. (2) Given the reactants Cl[C:2]1[CH:7]=[C:6]([C:8]([F:11])([F:10])[F:9])[N:5]=[C:4]([C:12]2[CH:13]=[N:14][CH:15]=[CH:16][CH:17]=2)[N:3]=1.[CH3:18][O:19][C:20]1[CH:21]=[CH:22][C:23]([CH3:27])=[C:24]([CH:26]=1)[NH2:25], predict the reaction product. The product is: [CH3:18][O:19][C:20]1[CH:21]=[CH:22][C:23]([CH3:27])=[C:24]([CH:26]=1)[NH:25][C:2]1[CH:7]=[C:6]([C:8]([F:11])([F:10])[F:9])[N:5]=[C:4]([C:12]2[CH:13]=[N:14][CH:15]=[CH:16][CH:17]=2)[N:3]=1. (3) Given the reactants Br[C:2]1[CH:3]=[C:4]([CH:20]=[CH:21][CH:22]=1)[CH2:5][C:6]1[CH:19]=[C:9]2[NH:10][C:11](=[O:18])[C:12]3[C:17]([N:8]2[N:7]=1)=[CH:16][CH:15]=[CH:14][CH:13]=3.[N:23]1[CH:28]=[CH:27][CH:26]=[C:25](B(O)O)[CH:24]=1, predict the reaction product. The product is: [N:23]1[CH:28]=[CH:27][CH:26]=[C:25]([C:2]2[CH:3]=[C:4]([CH:20]=[CH:21][CH:22]=2)[CH2:5][C:6]2[CH:19]=[C:9]3[NH:10][C:11](=[O:18])[C:12]4[C:17]([N:8]3[N:7]=2)=[CH:16][CH:15]=[CH:14][CH:13]=4)[CH:24]=1.